Dataset: NCI-60 drug combinations with 297,098 pairs across 59 cell lines. Task: Regression. Given two drug SMILES strings and cell line genomic features, predict the synergy score measuring deviation from expected non-interaction effect. (1) Drug 1: CNC(=O)C1=CC=CC=C1SC2=CC3=C(C=C2)C(=NN3)C=CC4=CC=CC=N4. Drug 2: CCN(CC)CCNC(=O)C1=C(NC(=C1C)C=C2C3=C(C=CC(=C3)F)NC2=O)C. Cell line: MDA-MB-435. Synergy scores: CSS=0.385, Synergy_ZIP=1.30, Synergy_Bliss=2.12, Synergy_Loewe=-3.20, Synergy_HSA=-2.54. (2) Drug 1: CS(=O)(=O)C1=CC(=C(C=C1)C(=O)NC2=CC(=C(C=C2)Cl)C3=CC=CC=N3)Cl. Drug 2: CC(C)(C#N)C1=CC(=CC(=C1)CN2C=NC=N2)C(C)(C)C#N. Cell line: CAKI-1. Synergy scores: CSS=-4.53, Synergy_ZIP=-1.81, Synergy_Bliss=-6.69, Synergy_Loewe=-72.4, Synergy_HSA=-5.78. (3) Drug 1: C1CCN(CC1)CCOC2=CC=C(C=C2)C(=O)C3=C(SC4=C3C=CC(=C4)O)C5=CC=C(C=C5)O. Drug 2: C(CC(=O)O)C(=O)CN.Cl. Cell line: HOP-62. Synergy scores: CSS=-6.32, Synergy_ZIP=2.31, Synergy_Bliss=-0.630, Synergy_Loewe=-6.00, Synergy_HSA=-5.61. (4) Drug 1: C1CCC(C1)C(CC#N)N2C=C(C=N2)C3=C4C=CNC4=NC=N3. Drug 2: C1=NC2=C(N=C(N=C2N1C3C(C(C(O3)CO)O)O)F)N. Cell line: SNB-75. Synergy scores: CSS=-6.31, Synergy_ZIP=2.08, Synergy_Bliss=-2.01, Synergy_Loewe=-6.25, Synergy_HSA=-5.70. (5) Drug 1: C1=CN(C(=O)N=C1N)C2C(C(C(O2)CO)O)O.Cl. Drug 2: C1=NC2=C(N1)C(=S)N=CN2. Cell line: OVCAR-5. Synergy scores: CSS=40.1, Synergy_ZIP=-8.32, Synergy_Bliss=0.572, Synergy_Loewe=2.18, Synergy_HSA=4.53.